Dataset: Peptide-MHC class I binding affinity with 185,985 pairs from IEDB/IMGT. Task: Regression. Given a peptide amino acid sequence and an MHC pseudo amino acid sequence, predict their binding affinity value. This is MHC class I binding data. (1) The peptide sequence is IEAGDEVFF. The MHC is HLA-A03:01 with pseudo-sequence HLA-A03:01. The binding affinity (normalized) is 0.0847. (2) The peptide sequence is LALLNGAAL. The MHC is H-2-Db with pseudo-sequence H-2-Db. The binding affinity (normalized) is 0.949. (3) The MHC is HLA-B07:02 with pseudo-sequence HLA-B07:02. The peptide sequence is FPFLYKFLL. The binding affinity (normalized) is 0.353. (4) The peptide sequence is FHGVAKNPV. The MHC is HLA-B48:01 with pseudo-sequence HLA-B48:01. The binding affinity (normalized) is 0.0847. (5) The peptide sequence is LQDDFDFNY. The MHC is HLA-A02:12 with pseudo-sequence HLA-A02:12. The binding affinity (normalized) is 0.0847.